This data is from Peptide-MHC class I binding affinity with 185,985 pairs from IEDB/IMGT. The task is: Regression. Given a peptide amino acid sequence and an MHC pseudo amino acid sequence, predict their binding affinity value. This is MHC class I binding data. The peptide sequence is KLYVNGKAY. The MHC is HLA-A26:02 with pseudo-sequence HLA-A26:02. The binding affinity (normalized) is 0.0847.